This data is from Catalyst prediction with 721,799 reactions and 888 catalyst types from USPTO. The task is: Predict which catalyst facilitates the given reaction. (1) Reactant: Cl[CH2:2][C:3]1[N:4]([C:20]2[CH:25]=[CH:24][C:23]([N+:26]([O-:28])=[O:27])=[CH:22][CH:21]=2)[CH:5]=[C:6]([C:8]2[C:9]([C:14]3[CH:19]=[CH:18][CH:17]=[CH:16][CH:15]=3)=[N:10][O:11][C:12]=2[CH3:13])[N:7]=1.[NH2:29][CH2:30][CH2:31][CH2:32][N:33]1[CH2:38][CH2:37][O:36][CH2:35][CH2:34]1. Product: [CH3:13][C:12]1[O:11][N:10]=[C:9]([C:14]2[CH:19]=[CH:18][CH:17]=[CH:16][CH:15]=2)[C:8]=1[C:6]1[N:7]=[C:3]([CH2:2][NH:29][CH2:30][CH2:31][CH2:32][N:33]2[CH2:38][CH2:37][O:36][CH2:35][CH2:34]2)[N:4]([C:20]2[CH:25]=[CH:24][C:23]([N+:26]([O-:28])=[O:27])=[CH:22][CH:21]=2)[CH:5]=1. The catalyst class is: 3. (2) Reactant: [C:1](=[O:13])([O:3][C:4]1[CH:9]=[CH:8][CH:7]=[C:6]([N+:10]([O-])=O)[CH:5]=1)[NH2:2].[H][H]. Product: [C:1](=[O:13])([O:3][C:4]1[CH:9]=[CH:8][CH:7]=[C:6]([NH2:10])[CH:5]=1)[NH2:2]. The catalyst class is: 29. (3) Reactant: [OH:1][C:2]1[CH:9]=[CH:8][C:5]([CH2:6][OH:7])=[CH:4][CH:3]=1.[CH2:10](Br)[CH:11]=[CH2:12].C(=O)([O-])[O-].[K+].[K+]. Product: [CH2:12]([O:1][C:2]1[CH:9]=[CH:8][C:5]([CH2:6][OH:7])=[CH:4][CH:3]=1)[CH:11]=[CH2:10]. The catalyst class is: 10. (4) Reactant: [F:1][C:2]1[C:3]([C:14]([F:17])([F:16])[F:15])=[CH:4][C:5]([N+:11]([O-:13])=[O:12])=[C:6]([CH:10]=1)[C:7]([OH:9])=[O:8].[CH3:18][Si](C)(C)Cl. Product: [CH3:18][O:8][C:7](=[O:9])[C:6]1[CH:10]=[C:2]([F:1])[C:3]([C:14]([F:15])([F:16])[F:17])=[CH:4][C:5]=1[N+:11]([O-:13])=[O:12]. The catalyst class is: 5. (5) Reactant: [CH3:1][O:2][CH2:3][C:4]1[C:5]([N:10]2[CH2:15][CH2:14][NH:13][CH2:12][CH2:11]2)=[N:6][CH:7]=[CH:8][CH:9]=1.C([O-])([O-])=O.[K+].[K+].[O:22]1[C@@H:27]([C:28](Cl)=[O:29])[CH2:26][O:25][C:24]2[CH:31]=[CH:32][CH:33]=[CH:34][C:23]1=2.O1[C@@H](C(O)=O)COC2C=CC=CC1=2. Product: [O:22]1[C@@H:27]([C:28]([N:13]2[CH2:14][CH2:15][N:10]([C:5]3[C:4]([CH2:3][O:2][CH3:1])=[CH:9][CH:8]=[CH:7][N:6]=3)[CH2:11][CH2:12]2)=[O:29])[CH2:26][O:25][C:24]2[CH:31]=[CH:32][CH:33]=[CH:34][C:23]1=2. The catalyst class is: 90.